From a dataset of Full USPTO retrosynthesis dataset with 1.9M reactions from patents (1976-2016). Predict the reactants needed to synthesize the given product. (1) Given the product [CH3:1][C:2]1[O:6][N:5]=[C:4]([C:7]2[CH:12]=[CH:11][CH:10]=[CH:9][CH:8]=2)[C:3]=1[C:13]1[O:14][C:23]([C:18]2[CH:19]=[CH:20][CH:21]=[CH:22][N:17]=2)=[N:16][N:15]=1, predict the reactants needed to synthesize it. The reactants are: [CH3:1][C:2]1[O:6][N:5]=[C:4]([C:7]2[CH:12]=[CH:11][CH:10]=[CH:9][CH:8]=2)[C:3]=1[C:13]([NH:15][NH2:16])=[O:14].[N:17]1[CH:22]=[CH:21][CH:20]=[CH:19][C:18]=1[C:23](O)=O. (2) Given the product [OH:24][C@H:21]([CH2:22][OH:23])[CH2:20][NH:19][C:17](=[O:18])[C:16]1[CH:25]=[CH:26][C:13]([O:12][CH2:11][CH2:10][CH2:9][CH:6]2[CH2:5][CH2:4][N:3]([C:1](=[NH:2])[NH:28][OH:29])[CH2:8][CH2:7]2)=[CH:14][C:15]=1[CH3:27], predict the reactants needed to synthesize it. The reactants are: [C:1]([N:3]1[CH2:8][CH2:7][CH:6]([CH2:9][CH2:10][CH2:11][O:12][C:13]2[CH:26]=[CH:25][C:16]([C:17]([NH:19][CH2:20][C@H:21]([OH:24])[CH2:22][OH:23])=[O:18])=[C:15]([CH3:27])[CH:14]=2)[CH2:5][CH2:4]1)#[N:2].[NH2:28][OH:29].